This data is from Retrosynthesis with 50K atom-mapped reactions and 10 reaction types from USPTO. The task is: Predict the reactants needed to synthesize the given product. Given the product COc1ccc(C(=O)CN(Cc2ccccc2)Cc2cccc(OC)c2)cc1, predict the reactants needed to synthesize it. The reactants are: COc1ccc(C(=O)CNCc2ccccc2)cc1.COc1cccc(C=O)c1.